Dataset: NCI-60 drug combinations with 297,098 pairs across 59 cell lines. Task: Regression. Given two drug SMILES strings and cell line genomic features, predict the synergy score measuring deviation from expected non-interaction effect. (1) Drug 1: CC1=CC=C(C=C1)C2=CC(=NN2C3=CC=C(C=C3)S(=O)(=O)N)C(F)(F)F. Drug 2: C1CCC(C(C1)N)N.C(=O)(C(=O)[O-])[O-].[Pt+4]. Cell line: IGROV1. Synergy scores: CSS=16.5, Synergy_ZIP=-6.05, Synergy_Bliss=-1.22, Synergy_Loewe=-10.5, Synergy_HSA=-1.90. (2) Drug 1: C1=NC2=C(N=C(N=C2N1C3C(C(C(O3)CO)O)F)Cl)N. Drug 2: CCN(CC)CCCC(C)NC1=C2C=C(C=CC2=NC3=C1C=CC(=C3)Cl)OC. Cell line: NCI-H460. Synergy scores: CSS=7.08, Synergy_ZIP=-0.966, Synergy_Bliss=0.657, Synergy_Loewe=0.0557, Synergy_HSA=-0.838. (3) Drug 1: CC=C1C(=O)NC(C(=O)OC2CC(=O)NC(C(=O)NC(CSSCCC=C2)C(=O)N1)C(C)C)C(C)C. Drug 2: C1CN(CCN1C(=O)CCBr)C(=O)CCBr. Cell line: SW-620. Synergy scores: CSS=25.9, Synergy_ZIP=-1.65, Synergy_Bliss=5.99, Synergy_Loewe=-15.8, Synergy_HSA=0.118. (4) Drug 1: C1CCC(CC1)NC(=O)N(CCCl)N=O. Drug 2: C#CCC(CC1=CN=C2C(=N1)C(=NC(=N2)N)N)C3=CC=C(C=C3)C(=O)NC(CCC(=O)O)C(=O)O. Cell line: CCRF-CEM. Synergy scores: CSS=46.5, Synergy_ZIP=-1.57, Synergy_Bliss=-1.75, Synergy_Loewe=-1.79, Synergy_HSA=-1.42. (5) Drug 1: CCCCCOC(=O)NC1=NC(=O)N(C=C1F)C2C(C(C(O2)C)O)O. Drug 2: CN(C(=O)NC(C=O)C(C(C(CO)O)O)O)N=O. Cell line: CAKI-1. Synergy scores: CSS=-0.823, Synergy_ZIP=-0.930, Synergy_Bliss=-5.25, Synergy_Loewe=-6.06, Synergy_HSA=-5.70. (6) Drug 1: C1=CC(=CC=C1CCCC(=O)O)N(CCCl)CCCl. Drug 2: CCC1(CC2CC(C3=C(CCN(C2)C1)C4=CC=CC=C4N3)(C5=C(C=C6C(=C5)C78CCN9C7C(C=CC9)(C(C(C8N6C=O)(C(=O)OC)O)OC(=O)C)CC)OC)C(=O)OC)O.OS(=O)(=O)O. Cell line: TK-10. Synergy scores: CSS=2.04, Synergy_ZIP=-0.116, Synergy_Bliss=-0.888, Synergy_Loewe=-4.99, Synergy_HSA=-5.03. (7) Drug 1: CN1C(=O)N2C=NC(=C2N=N1)C(=O)N. Drug 2: C1=CC=C(C=C1)NC(=O)CCCCCCC(=O)NO. Cell line: COLO 205. Synergy scores: CSS=1.60, Synergy_ZIP=2.40, Synergy_Bliss=-3.22, Synergy_Loewe=-8.56, Synergy_HSA=-4.45.